From a dataset of Reaction yield outcomes from USPTO patents with 853,638 reactions. Predict the reaction yield, written as a fraction of the theoretical maximum amount of product (1.0 means a 100% yield; for example, 0.34 means a 34% yield). The reactants are [C:1]([NH:5][C:6]1[N:11]=[C:10](Cl)[CH:9]=[C:8]([C:13]2[CH:18]=[CH:17][CH:16]=[CH:15][CH:14]=2)[N:7]=1)([CH3:4])([CH3:3])[CH3:2].[CH3:19][O:20][C:21]([C:23]1([C:27]2[CH:32]=[CH:31][C:30]([NH2:33])=[CH:29][CH:28]=2)[CH2:26][CH2:25][CH2:24]1)=[O:22]. The catalyst is C(O)CCC.ClCCl. The product is [CH3:19][O:20][C:21]([C:23]1([C:27]2[CH:28]=[CH:29][C:30]([NH:33][C:10]3[CH:9]=[C:8]([C:13]4[CH:18]=[CH:17][CH:16]=[CH:15][CH:14]=4)[N:7]=[C:6]([NH:5][C:1]([CH3:4])([CH3:3])[CH3:2])[N:11]=3)=[CH:31][CH:32]=2)[CH2:24][CH2:25][CH2:26]1)=[O:22]. The yield is 0.0800.